Dataset: Full USPTO retrosynthesis dataset with 1.9M reactions from patents (1976-2016). Task: Predict the reactants needed to synthesize the given product. Given the product [NH2:1][C:2]1[C:3]2[N:14]([CH2:15][O:16][CH2:17][C:18]3[CH:23]=[CH:22][CH:21]=[CH:20][CH:19]=3)[CH:13]=[C:12]([CH2:24][CH2:25][CH2:26][CH2:27][N:32]3[CH2:33][CH2:34][N:29]([C:35]([O:37][C:38]([CH3:41])([CH3:40])[CH3:39])=[O:36])[CH2:30][CH2:31]3)[C:4]=2[N:5]=[C:6]([CH2:8][CH2:9][CH2:10][CH3:11])[N:7]=1, predict the reactants needed to synthesize it. The reactants are: [NH2:1][C:2]1[C:3]2[N:14]([CH2:15][O:16][CH2:17][C:18]3[CH:23]=[CH:22][CH:21]=[CH:20][CH:19]=3)[CH:13]=[C:12]([CH2:24][CH2:25][CH2:26][CH:27]=O)[C:4]=2[N:5]=[C:6]([CH2:8][CH2:9][CH2:10][CH3:11])[N:7]=1.[N:29]1([C:35]([O:37][C:38]([CH3:41])([CH3:40])[CH3:39])=[O:36])[CH2:34][CH2:33][NH:32][CH2:31][CH2:30]1.C(O[BH-](OC(=O)C)OC(=O)C)(=O)C.[Na+].